This data is from Forward reaction prediction with 1.9M reactions from USPTO patents (1976-2016). The task is: Predict the product of the given reaction. (1) Given the reactants [OH:1][C:2]1([C@@H:8]([C:12]2[CH:17]=[CH:16][C:15]([O:18][CH3:19])=[CH:14][CH:13]=2)[C:9](O)=[O:10])[CH2:7][CH2:6][CH2:5][CH2:4][CH2:3]1.F[P-](F)(F)(F)(F)F.N1(O[P+](N(C)C)(N(C)C)[N:38]([CH3:40])[CH3:39])C2C=CC=CC=2N=N1.CNC, predict the reaction product. The product is: [OH:1][C:2]1([C@@H:8]([C:12]2[CH:17]=[CH:16][C:15]([O:18][CH3:19])=[CH:14][CH:13]=2)[C:9]([N:38]([CH3:40])[CH3:39])=[O:10])[CH2:7][CH2:6][CH2:5][CH2:4][CH2:3]1. (2) Given the reactants [F:1][C:2]1[CH:3]=[C:4]([CH2:9][C:10](Cl)=[O:11])[CH:5]=[CH:6][C:7]=1[F:8].[CH3:13][NH:14][C@H:15]1[CH2:34][N:19]2[C:20]3[C:25]([C:26]([CH2:27][C:28]([O:30]CCC)=[O:29])=[C:18]2[CH2:17][CH2:16]1)=[CH:24][CH:23]=[CH:22][CH:21]=3, predict the reaction product. The product is: [F:1][C:2]1[CH:3]=[C:4]([CH2:9][C:10]([N:14]([CH3:13])[C@H:15]2[CH2:34][N:19]3[C:20]4[C:25]([C:26]([CH2:27][C:28]([OH:30])=[O:29])=[C:18]3[CH2:17][CH2:16]2)=[CH:24][CH:23]=[CH:22][CH:21]=4)=[O:11])[CH:5]=[CH:6][C:7]=1[F:8]. (3) Given the reactants [OH:1][CH:2]1[CH2:7][CH2:6][N:5]([C:8]([O:10][C:11]([CH3:14])([CH3:13])[CH3:12])=[O:9])[CH2:4][CH2:3]1.[H-].[Na+].Cl[C:18]1[CH:27]=[CH:26][C:25]2[C:20](=[C:21]([C:28]3[NH:36][C:35]4[CH2:34][CH2:33][NH:32][C:31](=[O:37])[C:30]=4[CH:29]=3)[CH:22]=[CH:23][CH:24]=2)[N:19]=1, predict the reaction product. The product is: [O:37]=[C:31]1[C:30]2[CH:29]=[C:28]([C:21]3[CH:22]=[CH:23][CH:24]=[C:25]4[C:20]=3[N:19]=[C:18]([O:1][CH:2]3[CH2:3][CH2:4][N:5]([C:8]([O:10][C:11]([CH3:14])([CH3:13])[CH3:12])=[O:9])[CH2:6][CH2:7]3)[CH:27]=[CH:26]4)[NH:36][C:35]=2[CH2:34][CH2:33][NH:32]1. (4) Given the reactants CN(C=O)C.[N:6]1([CH2:12][CH2:13][NH:14][C:15]2[CH:20]=[CH:19][C:18]([N+:21]([O-:23])=[O:22])=[CH:17][CH:16]=2)[CH2:11][CH2:10][O:9][CH2:8][CH2:7]1.[C:24](O[C:24]([O:26][C:27]([CH3:30])([CH3:29])[CH3:28])=[O:25])([O:26][C:27]([CH3:30])([CH3:29])[CH3:28])=[O:25], predict the reaction product. The product is: [C:27]([O:26][C:24](=[O:25])[N:14]([CH2:13][CH2:12][N:6]1[CH2:11][CH2:10][O:9][CH2:8][CH2:7]1)[C:15]1[CH:16]=[CH:17][C:18]([N+:21]([O-:23])=[O:22])=[CH:19][CH:20]=1)([CH3:30])([CH3:29])[CH3:28]. (5) Given the reactants [O:1]1C=CC=[C:2]1[C:6]1[CH:10]=[C:9]([CH:11]([CH3:13])[CH3:12])[S:8][N:7]=1.[O-:14][Mn](=O)(=O)=O.[K+].[OH-].[Na+], predict the reaction product. The product is: [CH:11]([C:9]1[S:8][N:7]=[C:6]([C:2]([OH:1])=[O:14])[CH:10]=1)([CH3:13])[CH3:12]. (6) Given the reactants Br[C:2]1[CH:9]=[CH:8][CH:7]=[CH:6][C:3]=1[CH:4]=[O:5].[Cl:10][C:11]1[CH:16]=[CH:15][C:14](B(O)O)=[CH:13][CH:12]=1.C(=O)([O-])[O-].[K+].[K+], predict the reaction product. The product is: [Cl:10][C:11]1[CH:16]=[CH:15][C:14]([C:2]2[C:3]([CH:4]=[O:5])=[CH:6][CH:7]=[CH:8][CH:9]=2)=[CH:13][CH:12]=1. (7) Given the reactants [Cl:1][C:2]1[CH:3]=[CH:4][C:5]([S:10][CH2:11][CH3:12])=[C:6]([NH:8][NH2:9])[CH:7]=1.[NH2:13][C:14]1[CH:22]=[CH:21][C:20]([F:23])=[CH:19][C:15]=1[C:16](O)=[O:17].BrC1C(C)=CC(C(NNC2C=C(Cl)C=CC=2SCC)=O)=C([N+]([O-])=O)C=1, predict the reaction product. The product is: [NH2:13][C:14]1[CH:22]=[CH:21][C:20]([F:23])=[CH:19][C:15]=1[C:16]([NH:9][NH:8][C:6]1[CH:7]=[C:2]([Cl:1])[CH:3]=[CH:4][C:5]=1[S:10][CH2:11][CH3:12])=[O:17]. (8) Given the reactants C([NH:8][CH2:9][C@H:10]1[CH2:15][CH2:14][C@H:13]([OH:16])[CH2:12][CH2:11]1)(OC(C)(C)C)=O.[ClH:17], predict the reaction product. The product is: [ClH:17].[NH2:8][CH2:9][C@H:10]1[CH2:15][CH2:14][C@H:13]([OH:16])[CH2:12][CH2:11]1.